Dataset: Forward reaction prediction with 1.9M reactions from USPTO patents (1976-2016). Task: Predict the product of the given reaction. (1) Given the reactants O.[C:2]([OH:15])(=[O:15])[CH2:3][CH2:4][CH2:5][CH2:6][CH2:7][CH2:2][CH2:3][CH2:4][CH2:5][CH2:6][CH3:7].[OH-].[K+].[CH2:18]([O:22]CCCCCC)[CH:19]1[O:21][CH2:20]1, predict the reaction product. The product is: [CH2:20]([O:15][CH2:2][CH2:3][CH2:4][CH2:5][CH2:6][CH3:7])[CH:19]([CH2:18][OH:22])[OH:21]. (2) Given the reactants ClC1C=C(C=CC=1Cl)O[CH:6]1[CH2:11][CH2:10][N:9]([S:12]([C:15]2[C:16]([CH3:22])=[N:17][N:18]([CH3:21])[C:19]=2[CH3:20])(=[O:14])=[O:13])[CH2:8][CH2:7]1.CN1C(C)=C(S(Cl)(=O)=O)C(C)=N1.Cl.[Cl:40][C:41]1[CH:53]=[CH:52][C:44]([CH2:45]C2CCNCC2)=[CH:43][CH:42]=1, predict the reaction product. The product is: [Cl:40][C:41]1[CH:53]=[CH:52][C:44]([CH2:45][CH:6]2[CH2:7][CH2:8][N:9]([S:12]([C:15]3[C:16]([CH3:22])=[N:17][N:18]([CH3:21])[C:19]=3[CH3:20])(=[O:13])=[O:14])[CH2:10][CH2:11]2)=[CH:43][CH:42]=1. (3) Given the reactants COC(=O)[C:4](=[C:14]1[CH2:18][CH2:17][CH2:16][NH:15]1)[CH2:5][C:6]1[CH:11]=[CH:10][CH:9]=[C:8]([C:12]#[N:13])[CH:7]=1, predict the reaction product. The product is: [N:15]1[CH2:16][CH2:17][CH2:18][C:14]=1[CH2:4][CH2:5][C:6]1[CH:7]=[C:8]([CH:9]=[CH:10][CH:11]=1)[C:12]#[N:13]. (4) Given the reactants [C:1]([C:3]1[C:8]([C:9](OC)=[O:10])=[C:7]([NH:13][C:14]2[CH:15]=[C:16]([CH3:20])[CH:17]=[CH:18][CH:19]=2)[N:6]=[C:5]([NH:21][CH:22]2[CH2:27][CH2:26][CH2:25][CH2:24][CH2:23]2)[N:4]=1)#[N:2].C([O-])(O)=O.[Na+], predict the reaction product. The product is: [CH:22]1([NH:21][C:5]2[N:6]=[C:7]([NH:13][C:14]3[CH:15]=[C:16]([CH3:20])[CH:17]=[CH:18][CH:19]=3)[C:8]3[C:9](=[O:10])[NH:2][CH2:1][C:3]=3[N:4]=2)[CH2:23][CH2:24][CH2:25][CH2:26][CH2:27]1. (5) Given the reactants CC(OC(/N=N/C(OC(C)C)=O)=O)C.[CH:15]1([C:18]2[CH:23]=[C:22]([CH2:24]O)[CH:21]=[C:20]([C:26]3[CH:27]=[N:28][C:29]([C:32]([F:35])([F:34])[F:33])=[N:30][CH:31]=3)[N:19]=2)[CH2:17][CH2:16]1.[C:36]1(=[O:46])[C:44]2[C:39](=[CH:40][CH:41]=[CH:42][CH:43]=2)[C:38](=[O:45])[NH:37]1.C1C=CC(P(C2C=CC=CC=2)C2C=CC=CC=2)=CC=1, predict the reaction product. The product is: [CH:15]1([C:18]2[CH:23]=[C:22]([CH2:24][N:37]3[C:38](=[O:45])[C:39]4[C:44](=[CH:43][CH:42]=[CH:41][CH:40]=4)[C:36]3=[O:46])[CH:21]=[C:20]([C:26]3[CH:27]=[N:28][C:29]([C:32]([F:33])([F:35])[F:34])=[N:30][CH:31]=3)[N:19]=2)[CH2:17][CH2:16]1.